Dataset: NCI-60 drug combinations with 297,098 pairs across 59 cell lines. Task: Regression. Given two drug SMILES strings and cell line genomic features, predict the synergy score measuring deviation from expected non-interaction effect. (1) Drug 1: CN(CC1=CN=C2C(=N1)C(=NC(=N2)N)N)C3=CC=C(C=C3)C(=O)NC(CCC(=O)O)C(=O)O. Drug 2: C1=NNC2=C1C(=O)NC=N2. Cell line: OVCAR-5. Synergy scores: CSS=36.9, Synergy_ZIP=-1.20, Synergy_Bliss=-3.68, Synergy_Loewe=-17.2, Synergy_HSA=-4.43. (2) Drug 1: CC1C(C(CC(O1)OC2CC(OC(C2O)C)OC3=CC4=CC5=C(C(=O)C(C(C5)C(C(=O)C(C(C)O)O)OC)OC6CC(C(C(O6)C)O)OC7CC(C(C(O7)C)O)OC8CC(C(C(O8)C)O)(C)O)C(=C4C(=C3C)O)O)O)O. Drug 2: COC1=NC(=NC2=C1N=CN2C3C(C(C(O3)CO)O)O)N. Cell line: KM12. Synergy scores: CSS=37.1, Synergy_ZIP=2.12, Synergy_Bliss=3.61, Synergy_Loewe=-46.4, Synergy_HSA=2.31. (3) Drug 1: C1=NC2=C(N1)C(=S)N=C(N2)N. Drug 2: C1=CC=C(C=C1)NC(=O)CCCCCCC(=O)NO. Cell line: MCF7. Synergy scores: CSS=38.5, Synergy_ZIP=-1.01, Synergy_Bliss=1.08, Synergy_Loewe=2.75, Synergy_HSA=4.94. (4) Drug 2: CCN(CC)CCCC(C)NC1=C2C=C(C=CC2=NC3=C1C=CC(=C3)Cl)OC. Cell line: NCIH23. Drug 1: CCC1=C2CN3C(=CC4=C(C3=O)COC(=O)C4(CC)O)C2=NC5=C1C=C(C=C5)O. Synergy scores: CSS=49.5, Synergy_ZIP=-7.47, Synergy_Bliss=-5.36, Synergy_Loewe=-2.97, Synergy_HSA=-0.814. (5) Drug 1: C1CCN(CC1)CCOC2=CC=C(C=C2)C(=O)C3=C(SC4=C3C=CC(=C4)O)C5=CC=C(C=C5)O. Drug 2: CNC(=O)C1=NC=CC(=C1)OC2=CC=C(C=C2)NC(=O)NC3=CC(=C(C=C3)Cl)C(F)(F)F. Cell line: RPMI-8226. Synergy scores: CSS=16.0, Synergy_ZIP=8.77, Synergy_Bliss=8.85, Synergy_Loewe=-5.18, Synergy_HSA=-3.20. (6) Drug 2: C1=NC2=C(N=C(N=C2N1C3C(C(C(O3)CO)O)O)F)N. Drug 1: C1=C(C(=O)NC(=O)N1)N(CCCl)CCCl. Cell line: SNB-19. Synergy scores: CSS=9.94, Synergy_ZIP=-12.2, Synergy_Bliss=-11.9, Synergy_Loewe=-11.4, Synergy_HSA=-10.4. (7) Drug 1: COC1=C2C(=CC3=C1OC=C3)C=CC(=O)O2. Drug 2: C1CN(P(=O)(OC1)NCCCl)CCCl. Cell line: SN12C. Synergy scores: CSS=-14.4, Synergy_ZIP=11.2, Synergy_Bliss=0.402, Synergy_Loewe=-6.79, Synergy_HSA=-8.43. (8) Synergy scores: CSS=23.2, Synergy_ZIP=-4.52, Synergy_Bliss=1.02, Synergy_Loewe=-12.5, Synergy_HSA=-0.161. Drug 1: CC1=C(C=C(C=C1)NC2=NC=CC(=N2)N(C)C3=CC4=NN(C(=C4C=C3)C)C)S(=O)(=O)N.Cl. Drug 2: CNC(=O)C1=NC=CC(=C1)OC2=CC=C(C=C2)NC(=O)NC3=CC(=C(C=C3)Cl)C(F)(F)F. Cell line: NCI-H522. (9) Drug 1: CC12CCC(CC1=CCC3C2CCC4(C3CC=C4C5=CN=CC=C5)C)O. Drug 2: C1CN(P(=O)(OC1)NCCCl)CCCl. Cell line: MALME-3M. Synergy scores: CSS=5.13, Synergy_ZIP=-1.42, Synergy_Bliss=0.0671, Synergy_Loewe=-3.92, Synergy_HSA=-0.677.